Dataset: Reaction yield outcomes from USPTO patents with 853,638 reactions. Task: Predict the reaction yield, written as a fraction of the theoretical maximum amount of product (1.0 means a 100% yield; for example, 0.34 means a 34% yield). (1) The reactants are Br[C:2]1[CH:3]=[C:4]([CH:7]=[CH:8][C:9]=1[O:10][C:11]1[CH:16]=[CH:15][C:14]([Cl:17])=[C:13]([CH2:18][CH3:19])[CH:12]=1)[CH:5]=[O:6].[O:20]1[CH2:25][CH2:24][CH2:23][CH2:22][CH:21]1[N:26]1[C:30](B2OC(C)(C)C(C)(C)O2)=[CH:29][CH:28]=[N:27]1.C(=O)([O-])[O-].[Cs+].[Cs+]. The catalyst is O1CCOCC1.O. The product is [Cl:17][C:14]1[CH:15]=[CH:16][C:11]([O:10][C:9]2[CH:8]=[CH:7][C:4]([CH:5]=[O:6])=[CH:3][C:2]=2[C:30]2[N:26]([CH:21]3[CH2:22][CH2:23][CH2:24][CH2:25][O:20]3)[N:27]=[CH:28][CH:29]=2)=[CH:12][C:13]=1[CH2:18][CH3:19]. The yield is 0.490. (2) The reactants are [CH2:1]1[C:9]2[C:4](=[CH:5][CH:6]=[CH:7][CH:8]=2)[CH2:3][NH:2]1.[Cl:10][C:11]1[CH:16]=[CH:15][C:14]([N:17]=[C:18]=[O:19])=[C:13]([CH3:20])[CH:12]=1. The catalyst is O1CCOCC1. The product is [Cl:10][C:11]1[CH:16]=[CH:15][C:14]([NH:17][C:18]([N:2]2[CH2:3][C:4]3[C:9](=[CH:8][CH:7]=[CH:6][CH:5]=3)[CH2:1]2)=[O:19])=[C:13]([CH3:20])[CH:12]=1. The yield is 0.940. (3) The yield is 0.780. The catalyst is C1COCC1.[Cl-].[Na+].O.[O-]CC.[Ti+4].[O-]CC.[O-]CC.[O-]CC. The reactants are [F:1][C:2]1[CH:7]=[CH:6][C:5]([N+:8]([O-:10])=[O:9])=[CH:4][C:3]=1[C:11](=O)[CH2:12][CH3:13].[C:15]([S@:19]([NH2:21])=[O:20])([CH3:18])([CH3:17])[CH3:16]. The product is [F:1][C:2]1[CH:7]=[CH:6][C:5]([N+:8]([O-:10])=[O:9])=[CH:4][C:3]=1/[C:11](=[N:21]/[S@@:19]([C:15]([CH3:18])([CH3:17])[CH3:16])=[O:20])/[CH2:12][CH3:13]. (4) The product is [Cl:3][C:4]1[N:5]=[N+:6]([O-:15])[C:7]([Cl:10])=[CH:8][CH:9]=1. The catalyst is ClCCl.ClCCCl. The reactants are OO.[Cl:3][C:4]1[N:5]=[N:6][C:7]([Cl:10])=[CH:8][CH:9]=1.C1(=O)OC(=[O:15])C=C1.C(O)(=O)/C=C/C.[OH-].[Na+]. The yield is 0.659. (5) The reactants are [CH2:1]([N:4]1[CH2:15][CH:14]2[CH2:16][CH:6]([C:7](=[O:18])[C:8]3[C:9]([OH:17])=[CH:10][CH:11]=[CH:12][C:13]=32)[CH2:5]1)[CH:2]=[CH2:3].N1C=CC=CC=1.[F:25][C:26]([F:39])([F:38])[S:27](O[S:27]([C:26]([F:39])([F:38])[F:25])(=[O:29])=[O:28])(=[O:29])=[O:28].Cl. The catalyst is ClCCl. The product is [CH2:1]([N:4]1[CH2:15][CH:14]2[CH2:16][CH:6]([C:7](=[O:18])[C:8]3[C:9]([O:17][S:27]([C:26]([F:39])([F:38])[F:25])(=[O:29])=[O:28])=[CH:10][CH:11]=[CH:12][C:13]=32)[CH2:5]1)[CH:2]=[CH2:3]. The yield is 0.790. (6) The reactants are [CH3:1][C:2]1[O:6][N:5]=[C:4]([C:7]2[CH:12]=[CH:11][CH:10]=[CH:9][CH:8]=2)[C:3]=1[CH2:13][OH:14].[CH2:15]([O:22][C:23]1[CH:28]=[CH:27][NH:26][C:25](=O)[CH:24]=1)[C:16]1[CH:21]=[CH:20][CH:19]=[CH:18][CH:17]=1. No catalyst specified. The product is [CH2:15]([O:22][C:23]1[CH:28]=[CH:27][N:26]=[C:25]([O:14][CH2:13][C:3]2[C:4]([C:7]3[CH:12]=[CH:11][CH:10]=[CH:9][CH:8]=3)=[N:5][O:6][C:2]=2[CH3:1])[CH:24]=1)[C:16]1[CH:17]=[CH:18][CH:19]=[CH:20][CH:21]=1. The yield is 0.280. (7) The reactants are C(Cl)(=O)C(Cl)=O.CS(C)=O.[I:11][C:12]1[C:16]([CH2:17][OH:18])=[CH:15][N:14]([CH:19]2[CH2:24][CH2:23][CH2:22][CH2:21][O:20]2)[N:13]=1.C(N(CC)CC)C. The catalyst is ClCCl. The product is [I:11][C:12]1[C:16]([CH:17]=[O:18])=[CH:15][N:14]([CH:19]2[CH2:24][CH2:23][CH2:22][CH2:21][O:20]2)[N:13]=1. The yield is 0.900. (8) The reactants are [CH:1](NC(C)C)(C)C.C([Li])CCC.[Cl:13][C:14]1[CH:15]=[C:16]([N:22]2[C@@H:30]([CH:31]3[CH2:35][CH2:34][CH2:33][CH2:32]3)[C@@H:29]3[C:24]([C:25]4[CH:39]=[CH:38][C:37]([C:40]([O:42]C)=[O:41])=[CH:36][C:26]=4[CH2:27][CH2:28]3)=[N:23]2)[CH:17]=[CH:18][C:19]=1[C:20]#[N:21].IC.C[Si](C)(C)[N-][Si](C)(C)C.[Li+].[OH-].[Na+].Cl. The catalyst is O1CCCC1.CO. The product is [Cl:13][C:14]1[CH:15]=[C:16]([N:22]2[C@@H:30]([CH:31]3[CH2:32][CH2:33][CH2:34][CH2:35]3)[C@:29]3([CH3:1])[C:24]([C:25]4[CH:39]=[CH:38][C:37]([C:40]([OH:42])=[O:41])=[CH:36][C:26]=4[CH2:27][CH2:28]3)=[N:23]2)[CH:17]=[CH:18][C:19]=1[C:20]#[N:21]. The yield is 0.305. (9) The reactants are [CH2:1]([C:5]1[O:6][C:7]2[CH:16]=[CH:15][CH:14]=[CH:13][C:8]=2[C:9]=1[CH:10]=[N:11][OH:12])[CH2:2][CH2:3][CH3:4].[C:17](=O)([O-])[O-].[Cs+].[Cs+].Br[C:24]([Br:27])([CH3:26])C. The catalyst is CC(C)=O. The product is [Br:27][CH2:24][CH2:26][CH2:17][O:12][N:11]=[CH:10][C:9]1[C:8]2[CH:13]=[CH:14][CH:15]=[CH:16][C:7]=2[O:6][C:5]=1[CH2:1][CH2:2][CH2:3][CH3:4]. The yield is 0.440.